This data is from Forward reaction prediction with 1.9M reactions from USPTO patents (1976-2016). The task is: Predict the product of the given reaction. (1) Given the reactants [Cl:1][C:2]1[CH:3]=[C:4]([NH2:20])[CH:5]=[C:6]([Cl:19])[C:7]=1[S:8][C:9]1[CH:18]=[CH:17][C:16]2[C:11](=[CH:12][CH:13]=[CH:14][CH:15]=2)[CH:10]=1.N1C=CC=CC=1.[Cl:27][C:28]1[CH:33]=[C:32]([C:34]([F:37])([F:36])[F:35])[CH:31]=[CH:30][C:29]=1[S:38](Cl)(=[O:40])=[O:39], predict the reaction product. The product is: [Cl:27][C:28]1[CH:33]=[C:32]([C:34]([F:36])([F:35])[F:37])[CH:31]=[CH:30][C:29]=1[S:38]([NH:20][C:4]1[CH:3]=[C:2]([Cl:1])[C:7]([S:8][C:9]2[CH:18]=[CH:17][C:16]3[C:11](=[CH:12][CH:13]=[CH:14][CH:15]=3)[CH:10]=2)=[C:6]([Cl:19])[CH:5]=1)(=[O:40])=[O:39]. (2) Given the reactants C([NH:8][C@@H:9]1[CH2:14][C@H:13]([C:15]2[CH:20]=[CH:19][N:18]=[CH:17][C:16]=2[N+:21]([O-])=O)[O:12][C@H:11]([CH2:24][CH3:25])[C@@:10]1([CH3:27])[OH:26])C1C=CC=CC=1.[CH3:40][C:39]([O:38][C:36](O[C:36]([O:38][C:39]([CH3:42])([CH3:41])[CH3:40])=[O:37])=[O:37])([CH3:42])[CH3:41], predict the reaction product. The product is: [NH2:21][C:16]1[CH:17]=[N:18][CH:19]=[CH:20][C:15]=1[C@@H:13]1[O:12][C@H:11]([CH2:24][CH3:25])[C@:10]([OH:26])([CH3:27])[C@H:9]([NH:8][C:36](=[O:37])[O:38][C:39]([CH3:40])([CH3:41])[CH3:42])[CH2:14]1.[NH2:21][C:16]1[CH:17]=[N:18][CH:19]=[CH:20][C:15]=1[C@H:13]1[O:12][C@@H:11]([CH2:24][CH3:25])[C@@:10]([OH:26])([CH3:27])[C@@H:9]([NH:8][C:36](=[O:37])[O:38][C:39]([CH3:40])([CH3:41])[CH3:42])[CH2:14]1.